From a dataset of Full USPTO retrosynthesis dataset with 1.9M reactions from patents (1976-2016). Predict the reactants needed to synthesize the given product. (1) Given the product [Cl:20][C:21]1[N:26]=[C:25]([NH:19][C@H:17]([C:7]2[N:6]=[C:5]3[CH:4]=[CH:3][N:2]([CH3:1])[C:10]3=[CH:9][C:8]=2[C:11]2[N:15]([CH3:16])[N:14]=[CH:13][CH:12]=2)[CH3:18])[C:24]([F:28])=[CH:23][N:22]=1, predict the reactants needed to synthesize it. The reactants are: [CH3:1][N:2]1[C:10]2[C:5](=[N:6][C:7]([C@@H:17]([NH2:19])[CH3:18])=[C:8]([C:11]3[N:15]([CH3:16])[N:14]=[CH:13][CH:12]=3)[CH:9]=2)[CH:4]=[CH:3]1.[Cl:20][C:21]1[N:26]=[C:25](Cl)[C:24]([F:28])=[CH:23][N:22]=1.C(N(C(C)C)C(C)C)C. (2) Given the product [Cl:1][C:2]1[CH:3]=[CH:4][C:5]([C:8]2[C:17]3[C:12](=[CH:13][CH:14]=[C:15]([C:18]([NH:58][C:56]4[CH:55]=[N:54][N:53]([CH3:52])[CH:57]=4)=[O:20])[CH:16]=3)[CH:11]=[N:10][CH:9]=2)=[CH:6][CH:7]=1, predict the reactants needed to synthesize it. The reactants are: [Cl:1][C:2]1[CH:7]=[CH:6][C:5]([C:8]2[C:17]3[C:12](=[CH:13][CH:14]=[C:15]([C:18]([OH:20])=O)[CH:16]=3)[CH:11]=[N:10][CH:9]=2)=[CH:4][CH:3]=1.F[B-](F)(F)F.N1(OC(N(C)C)=[N+](C)C)C2C=CC=CC=2N=N1.C(N(CC)C(C)C)(C)C.[CH3:52][N:53]1[CH:57]=[C:56]([NH2:58])[CH:55]=[N:54]1. (3) Given the product [CH:9]([N:5]1[C:4](=[O:12])[C:3]2[CH2:13][CH2:14][CH2:15][N:26]([CH2:25][C:22]3[CH:23]=[CH:24][C:19]([O:18][CH3:17])=[CH:20][CH:21]=3)[C:2]=2[NH:7][C:6]1=[O:8])([CH3:11])[CH3:10], predict the reactants needed to synthesize it. The reactants are: Cl[C:2]1[NH:7][C:6](=[O:8])[N:5]([CH:9]([CH3:11])[CH3:10])[C:4](=[O:12])[C:3]=1[CH2:13][CH2:14][CH2:15]Cl.[CH3:17][O:18][C:19]1[CH:24]=[CH:23][C:22]([CH2:25][NH2:26])=[CH:21][CH:20]=1. (4) Given the product [Cl:49][C:50]1[CH:67]=[CH:66][C:53]2[NH:54][C:55]([CH:57]([C:58]3[CH:63]=[CH:62][CH:61]=[CH:60][C:59]=3[Cl:64])[NH:65][C:5](=[O:7])[C:4]3[CH:8]=[CH:9][C:10]([C:11]([N:13]4[CH2:17][CH2:16][CH2:15][CH2:14]4)=[O:12])=[C:2]([CH3:1])[CH:3]=3)=[N:56][C:52]=2[CH:51]=1, predict the reactants needed to synthesize it. The reactants are: [CH3:1][C:2]1[CH:3]=[C:4]([CH:8]=[CH:9][C:10]=1[C:11]([N:13]1[CH2:17][CH2:16][CH2:15][CH2:14]1)=[O:12])[C:5]([OH:7])=O.CN(C(ON1N=NC2C=CC=CC1=2)=[N+](C)C)C.[B-](F)(F)(F)F.C(N(C(C)C)CC)(C)C.[Cl:49][C:50]1[CH:67]=[CH:66][C:53]2[NH:54][C:55]([CH:57]([NH2:65])[C:58]3[CH:63]=[CH:62][CH:61]=[CH:60][C:59]=3[Cl:64])=[N:56][C:52]=2[CH:51]=1.ClCl. (5) Given the product [Cl:1][C:2]1[CH:3]=[C:4]([CH:14]=[CH:15][CH:16]=1)[O:5][C:6]1[CH:7]=[C:8]2[C:9](=[CH:10][CH:11]=1)[NH:12][N:29]=[CH:13]2, predict the reactants needed to synthesize it. The reactants are: [Cl:1][C:2]1[CH:3]=[C:4]([CH:14]=[CH:15][CH:16]=1)[O:5][C:6]1[CH:11]=[CH:10][C:9]([NH2:12])=[C:8]([CH3:13])[CH:7]=1.CC(OC(C)=O)=O.C([O-])(=O)C.[K+].[N:29](OC(C)(C)C)=O.